Dataset: hERG Central: cardiac toxicity at 1µM, 10µM, and general inhibition. Task: Predict hERG channel inhibition at various concentrations. (1) The compound is COc1ccc(COC(=O)C2CCN(C(=O)c3ccc(Cl)cc3)CC2)cc1F. Results: hERG_inhib (hERG inhibition (general)): blocker. (2) The compound is COc1ccccc1C(=O)Nc1ccnn1C1CCN(CCC(C)c2ccc(C)o2)CC1. Results: hERG_inhib (hERG inhibition (general)): blocker. (3) The compound is CCCN(CCC)CCCNc1ccc(C(=O)Nc2cccc(OC)c2)cc1[N+](=O)[O-].Cl. Results: hERG_inhib (hERG inhibition (general)): blocker.